From a dataset of Forward reaction prediction with 1.9M reactions from USPTO patents (1976-2016). Predict the product of the given reaction. (1) Given the reactants C([O:5][C:6](=[O:47])[CH2:7][CH2:8][N:9](C(OC(C)(C)C)=O)[CH2:10][C:11]([N:13]1[C:21]2[C:16](=[C:17]([CH3:39])[C:18]([O:22][CH2:23][C:24]3[CH:29]=[CH:28][C:27]([CH:30]4[CH2:34][CH2:33][CH2:32][CH2:31]4)=[C:26]([C:35]([F:38])([F:37])[F:36])[CH:25]=3)=[CH:19][CH:20]=2)[CH2:15][CH2:14]1)=[O:12])(C)(C)C.C(O)(C(F)(F)F)=O, predict the reaction product. The product is: [CH:30]1([C:27]2[CH:28]=[CH:29][C:24]([CH2:23][O:22][C:18]3[C:17]([CH3:39])=[C:16]4[C:21](=[CH:20][CH:19]=3)[N:13]([C:11](=[O:12])[CH2:10][NH:9][CH2:8][CH2:7][C:6]([OH:47])=[O:5])[CH2:14][CH2:15]4)=[CH:25][C:26]=2[C:35]([F:38])([F:36])[F:37])[CH2:31][CH2:32][CH2:33][CH2:34]1. (2) Given the reactants Cl[C:2]1[C:12]([C:13]#[N:14])=[CH:11][C:5]([C:6]([O:8][CH2:9][CH3:10])=[O:7])=[C:4]([CH3:15])[N:3]=1.[NH:16]1[CH2:21][CH2:20][CH:19]([C:22]([OH:24])=[O:23])[CH2:18][CH2:17]1, predict the reaction product. The product is: [C:13]([C:12]1[C:2]([N:16]2[CH2:21][CH2:20][CH:19]([C:22]([OH:24])=[O:23])[CH2:18][CH2:17]2)=[N:3][C:4]([CH3:15])=[C:5]([C:6]([O:8][CH2:9][CH3:10])=[O:7])[CH:11]=1)#[N:14]. (3) Given the reactants [F:1][C:2]1[CH:21]=[C:20]([N+:22]([O-])=O)[CH:19]=[CH:18][C:3]=1[O:4][C:5]1[N:10]=[CH:9][N:8]=[C:7]([NH:11][C:12]2[CH:17]=[CH:16][CH:15]=[CH:14][CH:13]=2)[CH:6]=1.[Cl-].[NH4+], predict the reaction product. The product is: [NH2:22][C:20]1[CH:19]=[CH:18][C:3]([O:4][C:5]2[N:10]=[CH:9][N:8]=[C:7]([NH:11][C:12]3[CH:17]=[CH:16][CH:15]=[CH:14][CH:13]=3)[CH:6]=2)=[C:2]([F:1])[CH:21]=1. (4) Given the reactants [C:1]([O:5][C@@H:6]([C:11]1[C:26]([CH3:27])=[CH:25][C:14]2[N:15]=[C:16]([C:18]3[CH:23]=[CH:22][N:21]=[C:20](Cl)[CH:19]=3)[S:17][C:13]=2[C:12]=1[C:28]1[CH:33]=[CH:32][C:31]([Cl:34])=[CH:30][CH:29]=1)[C:7]([O:9]C)=[O:8])([CH3:4])([CH3:3])[CH3:2].[CH3:35][N:36]1[C:44]2[C:39](=[CH:40][CH:41]=[C:42](B(O)O)[CH:43]=2)[CH:38]=[N:37]1.C([O-])([O-])=O.[K+].[K+], predict the reaction product. The product is: [C:1]([O:5][C@@H:6]([C:11]1[C:26]([CH3:27])=[CH:25][C:14]2[N:15]=[C:16]([C:18]3[CH:23]=[CH:22][N:21]=[C:20]([C:42]4[CH:43]=[C:44]5[C:39]([CH:38]=[N:37][N:36]5[CH3:35])=[CH:40][CH:41]=4)[CH:19]=3)[S:17][C:13]=2[C:12]=1[C:28]1[CH:33]=[CH:32][C:31]([Cl:34])=[CH:30][CH:29]=1)[C:7]([OH:9])=[O:8])([CH3:4])([CH3:2])[CH3:3]. (5) Given the reactants [CH3:1][O:2][CH2:3][CH:4]([CH2:16][O:17][CH3:18])[O:5][C:6]1[CH:11]=[CH:10][C:9]([S:12](Cl)(=[O:14])=[O:13])=[CH:8][CH:7]=1.[NH2:19][C:20]1[C:25]2[CH:26]=[C:27]([CH2:29][CH:30]([NH:40]S(C3C=CC(OC4CCOCC4)=CC=3)(=O)=O)[C:31]([N:33]3[CH2:38][CH2:37][CH:36]([CH3:39])[CH2:35][CH2:34]3)=[O:32])[S:28][C:24]=2[CH:23]=[CH:22][N:21]=1, predict the reaction product. The product is: [NH2:19][C:20]1[C:25]2[CH:26]=[C:27]([CH2:29][CH:30]([NH:40][S:12]([C:9]3[CH:10]=[CH:11][C:6]([O:5][CH:4]([CH2:16][O:17][CH3:18])[CH2:3][O:2][CH3:1])=[CH:7][CH:8]=3)(=[O:14])=[O:13])[C:31]([N:33]3[CH2:34][CH2:35][CH:36]([CH3:39])[CH2:37][CH2:38]3)=[O:32])[S:28][C:24]=2[CH:23]=[CH:22][N:21]=1. (6) Given the reactants Br.[Br:2][CH:3]1[C:8](=[O:9])[CH2:7][CH2:6][NH:5][CH2:4]1.[F:10][C:11]([F:22])([F:21])[C:12](O[C:12](=[O:13])[C:11]([F:22])([F:21])[F:10])=[O:13].O, predict the reaction product. The product is: [Br:2][CH:3]1[C:8](=[O:9])[CH2:7][CH2:6][N:5]([C:12](=[O:13])[C:11]([F:22])([F:21])[F:10])[CH2:4]1. (7) Given the reactants Br[C:2]1[CH:3]=[C:4]2[C:15]3([C:20]4[N:21]=[CH:22][CH:23]=[CH:24][C:19]=4[O:18][C:17]([NH2:25])=[N:16]3)[C:14]3[CH:13]=[C:12]([Cl:26])[N:11]=[CH:10][C:9]=3[O:8][C:5]2=[CH:6][CH:7]=1.[F:27][C:28]1[C:33](B(O)O)=[CH:32][CH:31]=[CH:30][N:29]=1, predict the reaction product. The product is: [Cl:26][C:12]1[N:11]=[CH:10][C:9]2[O:8][C:5]3[C:4]([C:15]4([C:20]5[N:21]=[CH:22][CH:23]=[CH:24][C:19]=5[O:18][C:17]([NH2:25])=[N:16]4)[C:14]=2[CH:13]=1)=[CH:3][C:2]([C:33]1[C:28]([F:27])=[N:29][CH:30]=[CH:31][CH:32]=1)=[CH:7][CH:6]=3. (8) Given the reactants [CH3:1][O:2][C:3]1[CH:12]=[C:11]2[C:6]([C:7]([NH2:13])=[CH:8][CH:9]=[N:10]2)=[CH:5][CH:4]=1.[Br:14][C:15]1[CH:16]=[CH:17][C:18](=[O:25])[N:19]([CH2:21][C:22](O)=[O:23])[CH:20]=1.C(N(CC)CC)C.CN(C(ON1N=NC2C=CC=NC1=2)=[N+](C)C)C.F[P-](F)(F)(F)(F)F.C([O-])(O)=O.[Na+], predict the reaction product. The product is: [Br:14][C:15]1[CH:16]=[CH:17][C:18](=[O:25])[N:19]([CH2:21][C:22]([NH:13][C:7]2[C:6]3[C:11](=[CH:12][C:3]([O:2][CH3:1])=[CH:4][CH:5]=3)[N:10]=[CH:9][CH:8]=2)=[O:23])[CH:20]=1. (9) Given the reactants [F:1][C:2]1[CH:3]=[C:4]([CH:8]=[CH:9][CH:10]=1)[C:5]([OH:7])=O.Cl.[NH2:12][CH2:13][C:14]1[CH:21]=[CH:20][C:17]([C:18]#[N:19])=[CH:16][C:15]=1[OH:22], predict the reaction product. The product is: [C:18]([C:17]1[CH:20]=[CH:21][C:14]([CH2:13][NH:12][C:5](=[O:7])[C:4]2[CH:8]=[CH:9][CH:10]=[C:2]([F:1])[CH:3]=2)=[C:15]([OH:22])[CH:16]=1)#[N:19]. (10) Given the reactants [F:1][C:2]1[CH:3]=[CH:4][C:5]2[O:10][CH2:9][C:8](=[O:11])[NH:7][C:6]=2[CH:12]=1.[H-].[Na+].[C:15]1(=[O:19])[O:18][CH2:17][CH2:16]1.Cl, predict the reaction product. The product is: [F:1][C:2]1[CH:3]=[CH:4][C:5]2[O:10][CH2:9][C:8](=[O:11])[N:7]([CH2:17][CH2:16][C:15]([OH:19])=[O:18])[C:6]=2[CH:12]=1.